Regression. Given a peptide amino acid sequence and an MHC pseudo amino acid sequence, predict their binding affinity value. This is MHC class I binding data. From a dataset of Peptide-MHC class I binding affinity with 185,985 pairs from IEDB/IMGT. (1) The binding affinity (normalized) is 0.0847. The peptide sequence is QQYHRFGLY. The MHC is HLA-B07:02 with pseudo-sequence HLA-B07:02. (2) The peptide sequence is QNGALAINTF. The MHC is HLA-B18:01 with pseudo-sequence HLA-B18:01. The binding affinity (normalized) is 0.0780. (3) The peptide sequence is GMMLAEQFK. The MHC is Patr-A0101 with pseudo-sequence Patr-A0101. The binding affinity (normalized) is 0.347. (4) The peptide sequence is YVLSFQVTF. The MHC is HLA-A26:01 with pseudo-sequence HLA-A26:01. The binding affinity (normalized) is 0.0847. (5) The peptide sequence is KAIITPVVFY. The MHC is HLA-A68:01 with pseudo-sequence HLA-A68:01. The binding affinity (normalized) is 0.186. (6) The peptide sequence is MHCDFAFWV. The MHC is HLA-B15:01 with pseudo-sequence HLA-B15:01. The binding affinity (normalized) is 0.0847. (7) The peptide sequence is ETFGFEIQSY. The MHC is HLA-A03:01 with pseudo-sequence HLA-A03:01. The binding affinity (normalized) is 0. (8) The peptide sequence is RVYINVVVK. The MHC is HLA-B40:01 with pseudo-sequence HLA-B40:01. The binding affinity (normalized) is 0.0847. (9) The peptide sequence is VIDKAKVMGR. The MHC is HLA-A11:01 with pseudo-sequence HLA-A11:01. The binding affinity (normalized) is 0.428. (10) The MHC is HLA-B07:02 with pseudo-sequence HLA-B07:02. The binding affinity (normalized) is 0.312. The peptide sequence is LPHIIDEVI.